From a dataset of Full USPTO retrosynthesis dataset with 1.9M reactions from patents (1976-2016). Predict the reactants needed to synthesize the given product. (1) Given the product [Br:18][C:4]1[C:5]([OH:11])=[C:6]([C:8](=[O:10])[CH3:9])[CH:7]=[C:2]([Cl:1])[C:3]=1[F:12], predict the reactants needed to synthesize it. The reactants are: [Cl:1][C:2]1[C:3]([F:12])=[CH:4][C:5]([OH:11])=[C:6]([C:8](=[O:10])[CH3:9])[CH:7]=1.S(=O)(=O)(O)O.[Br:18]N1C(=O)CCC1=O. (2) Given the product [CH2:9]([O:10][C:11](=[O:28])[C:12]1[CH:17]=[CH:16][CH:15]=[C:14]([CH2:18][C:19]2[C:23]([OH:24])=[N:7][C:6]([NH2:8])=[N:5][C:20]=2[CH3:21])[CH:13]=1)[CH3:1], predict the reactants needed to synthesize it. The reactants are: [C:1](=O)(O)O.[NH2:5][C:6]([NH2:8])=[NH:7].[CH3:9][O:10][C:11](=[O:28])[C:12]1[CH:17]=[CH:16][CH:15]=[C:14]([CH2:18][CH:19]([C:23](OCC)=[O:24])[C:20](=O)[CH3:21])[CH:13]=1. (3) Given the product [O:1]=[CH:2][CH2:3][C:4]1[CH:5]=[C:6]([CH:9]=[CH:10][CH:11]=1)[C:7]#[N:8], predict the reactants needed to synthesize it. The reactants are: [OH:1][CH:2](CO)[CH2:3][C:4]1[CH:5]=[C:6]([CH:9]=[CH:10][CH:11]=1)[C:7]#[N:8]. (4) Given the product [CH3:1][C@@H:2]([CH2:5][N:6]1[CH2:11][CH2:10][N:9]([C:12]2[CH:17]=[CH:16][C:15]([C:18]([F:19])([F:21])[F:20])=[CH:14][CH:13]=2)[CH2:8][CH2:7]1)[C:3]([OH:23])=[O:4], predict the reactants needed to synthesize it. The reactants are: [CH3:1][C@@H:2]([CH2:5][N:6]1[CH2:11][CH2:10][N:9]([C:12]2[CH:17]=[CH:16][C:15]([C:18]([F:21])([F:20])[F:19])=[CH:14][CH:13]=2)[CH2:8][CH2:7]1)[CH:3]=[O:4].P([O-])(O)(O)=[O:23].[Na+].CC(CC)=C.Cl([O-])=O.[Na+]. (5) Given the product [Br:11][CH2:12][CH2:13][CH2:14][N:2]1[C:3](=[O:10])[N:4]2[CH:9]=[CH:8][CH:7]=[N:6][C:5]2=[N:1]1, predict the reactants needed to synthesize it. The reactants are: [N:1]1[NH:2][C:3](=[O:10])[N:4]2[CH:9]=[CH:8][CH:7]=[N:6][C:5]=12.[Br:11][CH2:12][CH2:13][CH2:14]Br.[H-].[Na+].CN(C)C=O.